This data is from Peptide-MHC class II binding affinity with 134,281 pairs from IEDB. The task is: Regression. Given a peptide amino acid sequence and an MHC pseudo amino acid sequence, predict their binding affinity value. This is MHC class II binding data. (1) The peptide sequence is IVYIKPAKNIYSFNE. The MHC is DRB1_1101 with pseudo-sequence DRB1_1101. The binding affinity (normalized) is 0.755. (2) The binding affinity (normalized) is 0.305. The MHC is HLA-DPA10103-DPB10301 with pseudo-sequence HLA-DPA10103-DPB10301. The peptide sequence is KYMVIQGEPGAVIRG. (3) The peptide sequence is PTIGVGGNFAGGGFG. The MHC is HLA-DPA10103-DPB10401 with pseudo-sequence HLA-DPA10103-DPB10401. The binding affinity (normalized) is 0.140. (4) The peptide sequence is AVQVTFTVQKGSDPKKLVLNIKYTRPGDSL. The binding affinity (normalized) is 0.306. The MHC is DRB1_0401 with pseudo-sequence DRB1_0401. (5) The peptide sequence is DIYNYMEPYVSKVDP. The MHC is HLA-DQA10101-DQB10501 with pseudo-sequence HLA-DQA10101-DQB10501. The binding affinity (normalized) is 0.516. (6) The peptide sequence is LHRVVLLESIAQFGD. The MHC is DRB1_0301 with pseudo-sequence DRB1_0301. The binding affinity (normalized) is 0.479.